Task: Predict the reaction yield, written as a fraction of the theoretical maximum amount of product (1.0 means a 100% yield; for example, 0.34 means a 34% yield).. Dataset: Reaction yield outcomes from USPTO patents with 853,638 reactions The reactants are [Cl:1][C:2]1[N:7]=[C:6](Cl)[C:5]([F:9])=[CH:4][N:3]=1.CCN(C(C)C)C(C)C.[NH2:19][C:20]1[CH:21]=[C:22]([CH:27]=[CH:28][CH:29]=1)[C:23]([NH:25][CH3:26])=[O:24]. The catalyst is C(O)(C)C. The product is [Cl:1][C:2]1[N:7]=[C:6]([NH:19][C:20]2[CH:21]=[C:22]([CH:27]=[CH:28][CH:29]=2)[C:23]([NH:25][CH3:26])=[O:24])[C:5]([F:9])=[CH:4][N:3]=1. The yield is 0.500.